This data is from Reaction yield outcomes from USPTO patents with 853,638 reactions. The task is: Predict the reaction yield, written as a fraction of the theoretical maximum amount of product (1.0 means a 100% yield; for example, 0.34 means a 34% yield). (1) The reactants are C([O:4][B:5](OC(C)C)[O:6]C(C)C)(C)C.Br[C:15]1[CH:20]=[CH:19][C:18]([S:21]([N:24]2[CH2:29][CH2:28][N:27]([CH3:30])[CH2:26][CH2:25]2)(=[O:23])=[O:22])=[CH:17][CH:16]=1.O1CCCC1.C([Li])CCC. The catalyst is O. The product is [CH3:30][N:27]1[CH2:28][CH2:29][N:24]([S:21]([C:18]2[CH:19]=[CH:20][C:15]([B:5]([OH:6])[OH:4])=[CH:16][CH:17]=2)(=[O:23])=[O:22])[CH2:25][CH2:26]1. The yield is 0.580. (2) The reactants are [NH2:1][C:2]1[CH:11]=[C:10]([CH3:12])[C:9]([O:13][CH3:14])=[CH:8][C:3]=1[C:4](OC)=[O:5].[CH:15]([NH2:17])=O. No catalyst specified. The product is [CH3:14][O:13][C:9]1[CH:8]=[C:3]2[C:2](=[CH:11][C:10]=1[CH3:12])[NH:1][CH:15]=[N:17][C:4]2=[O:5]. The yield is 0.550. (3) The catalyst is CO. The product is [Cl:22][C:19]1[N:18]=[CH:17][C:16]([C:15]#[C:14][C:13]#[C:12][C:9]2[CH:8]=[CH:7][C:6]([C:5]([OH:23])=[O:4])=[CH:11][CH:10]=2)=[CH:21][CH:20]=1. The yield is 0.500. The reactants are [OH-].[Na+].C[O:4][C:5](=[O:23])[C:6]1[CH:11]=[CH:10][C:9]([C:12]#[C:13][C:14]#[C:15][C:16]2[CH:17]=[N:18][C:19]([Cl:22])=[CH:20][CH:21]=2)=[CH:8][CH:7]=1. (4) The reactants are [BH4-].[Li+].CO.C([O:7][C:8](=O)[C:9]([CH3:29])([CH3:28])[CH2:10][CH2:11][CH2:12][CH2:13][C:14](=[O:27])[CH2:15][CH2:16][CH2:17][CH2:18][C:19]([CH3:26])([CH3:25])[C:20](OCC)=[O:21])C.[Cl-].[NH4+]. The catalyst is ClCCl. The product is [CH3:25][C:19]([CH3:26])([CH2:18][CH2:17][CH2:16][CH2:15][CH:14]([OH:27])[CH2:13][CH2:12][CH2:11][CH2:10][C:9]([CH3:29])([CH3:28])[CH2:8][OH:7])[CH2:20][OH:21]. The yield is 0.740. (5) The reactants are [F:1][C:2]1[CH:3]=[C:4]2[C:17](=[CH:18][C:19]=1[F:20])[C:16]1[C:7](=[C:8]3[C:13](=[CH:14][CH:15]=1)[CH:12]=[C:11]([OH:21])[CH:10]=[CH:9]3)[C:6](OC)([C:22]1[CH:27]=[CH:26][C:25]([O:28][CH2:29][CH2:30][N:31]3[CH2:36][CH2:35][CH2:34][CH2:33][CH2:32]3)=[CH:24][CH:23]=1)[O:5]2.C(N(CC)CC)C.FC(F)(F)C(O)=O.C(=O)(O)[O-].[Na+]. The catalyst is C(Cl)Cl. The product is [F:1][C:2]1[CH:3]=[C:4]2[C:17](=[CH:18][C:19]=1[F:20])[C:16]1[C:7](=[C:8]3[C:13](=[CH:14][CH:15]=1)[CH:12]=[C:11]([OH:21])[CH:10]=[CH:9]3)[CH:6]([C:22]1[CH:23]=[CH:24][C:25]([O:28][CH2:29][CH2:30][N:31]3[CH2:32][CH2:33][CH2:34][CH2:35][CH2:36]3)=[CH:26][CH:27]=1)[O:5]2. The yield is 0.180. (6) The reactants are [NH2:1][CH:2]1[CH2:7][CH2:6][CH2:5][CH:4]([C:8]([OH:10])=[O:9])[CH2:3]1.C(=O)([O-])O.[Na+].[CH:16]1[C:28]2[CH:27]([CH2:29][O:30][C:31](ON3C(=O)CCC3=O)=[O:32])[C:26]3[C:21](=[CH:22][CH:23]=[CH:24][CH:25]=3)[C:20]=2[CH:19]=[CH:18][CH:17]=1.Cl. The catalyst is O.O1CCCC1. The product is [CH:16]1[C:28]2[CH:27]([CH2:29][O:30][C:31]([NH:1][CH:2]3[CH2:7][CH2:6][CH2:5][CH:4]([C:8]([OH:10])=[O:9])[CH2:3]3)=[O:32])[C:26]3[C:21](=[CH:22][CH:23]=[CH:24][CH:25]=3)[C:20]=2[CH:19]=[CH:18][CH:17]=1. The yield is 0.570.